Dataset: Full USPTO retrosynthesis dataset with 1.9M reactions from patents (1976-2016). Task: Predict the reactants needed to synthesize the given product. (1) Given the product [CH:33]1[CH:32]=[CH:31][C:30]([CH:29]([S+:42]([O-:43])[CH2:44][C:45]([NH2:9])=[O:47])[C:36]2[CH:41]=[CH:40][CH:39]=[CH:38][CH:37]=2)=[CH:35][CH:34]=1.[CH:39]1[CH:40]=[CH:41][C:36]([CH:29]([S:42]([CH2:44][C:45]([OH:47])=[O:46])=[O:43])[C:30]2[CH:35]=[CH:34][CH:33]=[CH:32][CH:31]=2)=[CH:37][CH:38]=1, predict the reactants needed to synthesize it. The reactants are: CC([NH2:9])C1C=CC=CC=1.C(OS(C(C1C=CC=CC=1)C1C=CC=CC=1)=O)(=O)C.[CH:29]([S:42]([CH2:44][C:45]([OH:47])=[O:46])=[O:43])([C:36]1[CH:41]=[CH:40][CH:39]=[CH:38][CH:37]=1)[C:30]1[CH:35]=[CH:34][CH:33]=[CH:32][CH:31]=1.S(OC)(OC)(=O)=O.N. (2) Given the product [F:1][C:2]1[CH:10]=[CH:9][C:5]([C@@H:6]([NH:8][C:40]([C:36]2[CH:35]=[C:34]3[C:39](=[CH:38][CH:37]=2)[N:31]([CH2:30][C:27]2[CH:26]=[CH:25][C:24]([C:19]4[C:18]([C:16]([OH:17])=[O:15])=[CH:23][CH:22]=[CH:21][CH:20]=4)=[CH:29][CH:28]=2)[C:32]([CH3:44])=[C:33]3[CH3:43])=[O:41])[CH3:7])=[CH:4][CH:3]=1, predict the reactants needed to synthesize it. The reactants are: [F:1][C:2]1[CH:10]=[CH:9][C:5]([C@@H:6]([NH2:8])[CH3:7])=[CH:4][CH:3]=1.C([O:15][C:16]([C:18]1[CH:23]=[CH:22][CH:21]=[CH:20][C:19]=1[C:24]1[CH:29]=[CH:28][C:27]([CH2:30][N:31]2[C:39]3[C:34](=[CH:35][C:36]([C:40](O)=[O:41])=[CH:37][CH:38]=3)[C:33]([CH3:43])=[C:32]2[CH3:44])=[CH:26][CH:25]=1)=[O:17])(C)(C)C. (3) The reactants are: [Cl:1][C:2]1[N:10]=[C:9]2[C:5]([NH:6][CH:7]=[N:8]2)=[C:4]([Cl:11])[N:3]=1.[C:12]([O-])([O-])=O.[K+].[K+].CI.O. Given the product [Cl:1][C:2]1[N:10]=[C:9]2[C:5]([N:6]=[CH:7][N:8]2[CH3:12])=[C:4]([Cl:11])[N:3]=1, predict the reactants needed to synthesize it. (4) Given the product [Cl:22][C:5]1[C:6]([NH:8][C@@H:9]2[CH2:14][CH2:13][CH2:12][CH2:11][C@H:10]2[NH:15][C:16](=[O:21])[C:17]([F:20])([F:19])[F:18])=[N:7][C:2]([NH:38][C:35]2[CH:36]=[CH:37][C:30]3[CH2:29][CH2:28][N:27]([CH2:26][CH2:25][O:24][CH3:23])[CH2:33][CH2:32][C:31]=3[CH:34]=2)=[N:3][CH:4]=1, predict the reactants needed to synthesize it. The reactants are: Cl[C:2]1[N:7]=[C:6]([NH:8][C@@H:9]2[CH2:14][CH2:13][CH2:12][CH2:11][C@H:10]2[NH:15][C:16](=[O:21])[C:17]([F:20])([F:19])[F:18])[C:5]([Cl:22])=[CH:4][N:3]=1.[CH3:23][O:24][CH2:25][CH2:26][N:27]1[CH2:33][CH2:32][C:31]2[CH:34]=[C:35]([NH2:38])[CH:36]=[CH:37][C:30]=2[CH2:29][CH2:28]1.Cl.CCOCC. (5) Given the product [CH3:1][O:2][C:3]1[CH:4]=[C:5]2[C:16](=[CH:17][CH:18]=1)[C:8]1([CH2:13][CH2:12][CH2:11][CH:10]([CH2:14][NH2:15])[NH:9]1)[CH2:7][CH2:6]2, predict the reactants needed to synthesize it. The reactants are: [CH3:1][O:2][C:3]1[CH:4]=[C:5]2[C:16](=[CH:17][CH:18]=1)[C:8]1([CH2:13][CH2:12][CH2:11][CH:10]([C:14]#[N:15])[NH:9]1)[CH2:7][CH2:6]2. (6) Given the product [Cl:2][C:3]1[N:4]=[CH:5][C:6]([O:9][CH2:10][CH:11]2[CH2:16][CH2:15][N:14]([CH2:17][C:18]([CH3:21])([OH:19])[CH3:20])[CH2:13][CH2:12]2)=[CH:7][CH:8]=1, predict the reactants needed to synthesize it. The reactants are: Cl.[Cl:2][C:3]1[CH:8]=[CH:7][C:6]([O:9][CH2:10][CH:11]2[CH2:16][CH2:15][NH:14][CH2:13][CH2:12]2)=[CH:5][N:4]=1.[CH3:17][C:18]1([CH3:21])[CH2:20][O:19]1.C([O-])([O-])=O.[K+].[K+].O. (7) Given the product [CH:32]12[NH:31][CH:36]([CH2:37][CH2:38]1)[CH2:35][CH:34]([NH:39][C:5]1[C:4]3[C:9](=[CH:10][CH:11]=[C:2]([Cl:1])[CH:3]=3)[N:8]([CH2:12][C:13]([F:16])([F:15])[F:14])[C:7](=[O:17])[N:6]=1)[CH2:33]2, predict the reactants needed to synthesize it. The reactants are: [Cl:1][C:2]1[CH:3]=[C:4]2[C:9](=[CH:10][CH:11]=1)[N:8]([CH2:12][C:13]([F:16])([F:15])[F:14])[C:7](=[O:17])[NH:6][C:5]2=O.C(N(CC)CC)C.C(OC([N:31]1[CH:36]2[CH2:37][CH2:38][CH:32]1[CH2:33][CH:34]([NH2:39])[CH2:35]2)=O)C.